This data is from Catalyst prediction with 721,799 reactions and 888 catalyst types from USPTO. The task is: Predict which catalyst facilitates the given reaction. (1) Product: [F:1][C:2]1[CH:7]=[CH:6][CH:5]=[C:4]([N:8]2[N:12]=[CH:11][CH:10]=[N:9]2)[C:3]=1[C:13]([N:15]1[CH2:16][CH:17]2[CH2:18][N:19]([C:23]3[N:24]=[C:25]([CH3:32])[C:26]([OH:30])=[C:27]([CH3:29])[N:28]=3)[CH2:20][CH:21]2[CH2:22]1)=[O:14]. Reactant: [F:1][C:2]1[CH:7]=[CH:6][CH:5]=[C:4]([N:8]2[N:12]=[CH:11][CH:10]=[N:9]2)[C:3]=1[C:13]([N:15]1[CH2:22][CH:21]2[CH:17]([CH2:18][N:19]([C:23]3[N:28]=[C:27]([CH3:29])[C:26]([O:30]C)=[C:25]([CH3:32])[N:24]=3)[CH2:20]2)[CH2:16]1)=[O:14].B(Br)(Br)Br. The catalyst class is: 2. (2) Reactant: Br[CH2:2][C:3]([NH:5][C:6]1[CH:11]=[CH:10][C:9]([Cl:12])=[CH:8][C:7]=1[Cl:13])=[O:4].[CH:14]1([NH:20][CH2:21][C:22]2[CH:38]=[CH:37][C:25]([O:26][C:27]([CH3:36])([CH3:35])[C:28]([O:30][C:31]([CH3:34])([CH3:33])[CH3:32])=[O:29])=[C:24]([CH3:39])[CH:23]=2)[CH2:19][CH2:18][CH2:17][CH2:16][CH2:15]1.C(=O)(O)[O-].[Na+]. Product: [Cl:13][C:7]1[CH:8]=[C:9]([Cl:12])[CH:10]=[CH:11][C:6]=1[NH:5][C:3](=[O:4])[CH2:2][N:20]([CH2:21][C:22]1[CH:38]=[CH:37][C:25]([O:26][C:27]([CH3:36])([CH3:35])[C:28]([O:30][C:31]([CH3:32])([CH3:33])[CH3:34])=[O:29])=[C:24]([CH3:39])[CH:23]=1)[CH:14]1[CH2:19][CH2:18][CH2:17][CH2:16][CH2:15]1. The catalyst class is: 9. (3) Reactant: C[Si]([N-][Si](C)(C)C)(C)C.[K+].[CH:11]([OH:14])([CH3:13])[CH3:12].[CH3:15][S:16]([C:19]1[CH:24]=[CH:23][C:22](F)=[C:21]([N+:26]([O-:28])=[O:27])[CH:20]=1)(=[O:18])=[O:17].O. Product: [CH:11]([O:14][C:22]1[CH:23]=[CH:24][C:19]([S:16]([CH3:15])(=[O:18])=[O:17])=[CH:20][C:21]=1[N+:26]([O-:28])=[O:27])([CH3:13])[CH3:12]. The catalyst class is: 1. (4) The catalyst class is: 21. Reactant: [Cl:1][C:2]1[CH:3]=[C:4]([OH:29])[CH:5]=[C:6]([Cl:28])[C:7]=1[O:8][CH2:9][CH2:10][CH2:11][O:12][C:13]1[CH:18]=[CH:17][C:16]([N:19]2[C:23]([S:24][CH:25]([CH3:27])[CH3:26])=[N:22][N:21]=[N:20]2)=[CH:15][CH:14]=1.[Cl:30][C:31](Cl)([Cl:35])[CH2:32][CH2:33]Cl.C(=O)([O-])[O-].[K+].[K+].[I-].[K+]. Product: [Cl:28][C:6]1[CH:5]=[C:4]([O:29][CH2:33][CH:32]=[C:31]([Cl:35])[Cl:30])[CH:3]=[C:2]([Cl:1])[C:7]=1[O:8][CH2:9][CH2:10][CH2:11][O:12][C:13]1[CH:14]=[CH:15][C:16]([N:19]2[C:23]([S:24][CH:25]([CH3:27])[CH3:26])=[N:22][N:21]=[N:20]2)=[CH:17][CH:18]=1. (5) Reactant: [O:1]=[C:2]1[N:7]([CH2:8][C:9]([O:11][C:12]([CH3:15])([CH3:14])[CH3:13])=[O:10])[C:6]2[CH2:16][CH2:17][C:18](=[O:19])[C:5]=2[C:4](OS(C(F)(F)F)(=O)=O)=[CH:3]1.[Cl:28][C:29]1[CH:30]=[CH:31][C:32]([C:38]#[N:39])=[C:33](B(O)O)[CH:34]=1.C(=O)([O-])[O-].[K+].[K+]. Product: [Cl:28][C:29]1[CH:34]=[CH:33][C:32]([C:38]#[N:39])=[C:31]([C:4]2[C:5]3[C:18](=[O:19])[CH2:17][CH2:16][C:6]=3[N:7]([CH2:8][C:9]([O:11][C:12]([CH3:15])([CH3:14])[CH3:13])=[O:10])[C:2](=[O:1])[CH:3]=2)[CH:30]=1. The catalyst class is: 73.